Dataset: Peptide-MHC class II binding affinity with 134,281 pairs from IEDB. Task: Regression. Given a peptide amino acid sequence and an MHC pseudo amino acid sequence, predict their binding affinity value. This is MHC class II binding data. The peptide sequence is INLIIHYVHRAGALG. The MHC is HLA-DPA10301-DPB10402 with pseudo-sequence HLA-DPA10301-DPB10402. The binding affinity (normalized) is 0.295.